Dataset: CYP2C19 inhibition data for predicting drug metabolism from PubChem BioAssay. Task: Regression/Classification. Given a drug SMILES string, predict its absorption, distribution, metabolism, or excretion properties. Task type varies by dataset: regression for continuous measurements (e.g., permeability, clearance, half-life) or binary classification for categorical outcomes (e.g., BBB penetration, CYP inhibition). Dataset: cyp2c19_veith. (1) The molecule is COc1ccc(OC)c2[nH]c(=O)c(CCNC(=O)c3ccc(S(=O)(=O)N4CCCC4)cc3)cc12. The result is 1 (inhibitor). (2) The molecule is CC(C)c1nnc(-c2ccc(Cl)cc2)c(N(C)C)n1. The result is 1 (inhibitor). (3) The drug is CCOP(=O)(OCC)c1nc(/C=C/c2ccccc2)oc1NCc1ccccc1. The result is 1 (inhibitor).